This data is from Full USPTO retrosynthesis dataset with 1.9M reactions from patents (1976-2016). The task is: Predict the reactants needed to synthesize the given product. (1) Given the product [NH2:13][C:10]1[CH:11]=[CH:12][C:7]([C:6]([N:5]([CH2:1][CH2:2][CH2:3][CH3:4])[CH2:27][CH2:28][CH2:29][CH3:30])=[O:26])=[N:8][C:9]=1[NH:16][CH2:17][CH2:18][CH2:19][N:20]1[CH2:25][CH2:24][CH2:23][CH2:22][CH2:21]1, predict the reactants needed to synthesize it. The reactants are: [CH2:1]([N:5]([CH2:27][CH2:28][CH2:29][CH3:30])[C:6](=[O:26])[C:7]1[CH:12]=[CH:11][C:10]([N+:13]([O-])=O)=[C:9]([NH:16][CH2:17][CH2:18][CH2:19][N:20]2[CH2:25][CH2:24][CH2:23][CH2:22][CH2:21]2)[N:8]=1)[CH2:2][CH2:3][CH3:4].O.O.[Sn](Cl)Cl.[OH-].[Na+]. (2) Given the product [OH:47][C:44]1[CH:45]=[CH:46][C:41]([C@H:37]([NH:36][C:34](=[O:35])[O:33][C:29]([CH3:31])([CH3:30])[CH3:32])[C:38](=[O:39])[N:15]2[CH2:16][CH2:17][C@H:13]([O:12][CH2:11][CH2:10][O:9][CH2:8][CH2:7][O:6][CH2:5][CH2:4][O:3][C:2]([F:18])([F:1])[F:19])[CH2:14]2)=[CH:42][CH:43]=1, predict the reactants needed to synthesize it. The reactants are: [F:1][C:2]([F:19])([F:18])[O:3][CH2:4][CH2:5][O:6][CH2:7][CH2:8][O:9][CH2:10][CH2:11][O:12][C@H:13]1[CH2:17][CH2:16][NH:15][CH2:14]1.C(N(CC)C(C)C)(C)C.[C:29]([O:33][C:34]([NH:36][C@@H:37]([C:41]1[CH:46]=[CH:45][C:44]([OH:47])=[CH:43][CH:42]=1)[C:38](O)=[O:39])=[O:35])([CH3:32])([CH3:31])[CH3:30].[B-](F)(F)(F)F.CN(C(ON1N=NC2C1=CC=CC=2)=[N+](C)C)C. (3) The reactants are: [C:1]([C:3]1[CH:14]=[CH:13][C:6]([CH2:7][NH:8][S:9]([CH3:12])(=[O:11])=[O:10])=[C:5]([F:15])[CH:4]=1)#[N:2]. Given the product [NH2:2][CH2:1][C:3]1[CH:14]=[CH:13][C:6]([CH2:7][NH:8][S:9]([CH3:12])(=[O:11])=[O:10])=[C:5]([F:15])[CH:4]=1, predict the reactants needed to synthesize it.